This data is from Full USPTO retrosynthesis dataset with 1.9M reactions from patents (1976-2016). The task is: Predict the reactants needed to synthesize the given product. (1) Given the product [CH3:22][O:21][C:14]1[CH:13]=[CH:12][C:11]2[CH2:10][N:9]([C:7]([C:4]3[S:3][C:2]([N:32]4[CH2:33][CH2:34][N:29]([CH3:28])[CH2:30][CH2:31]4)=[N:6][CH:5]=3)=[O:8])[CH2:18][CH2:17][C:16]=2[C:15]=1[CH:19]=[O:20], predict the reactants needed to synthesize it. The reactants are: Br[C:2]1[S:3][C:4]([C:7]([N:9]2[CH2:18][CH2:17][C:16]3[C:15]([CH:19]=[O:20])=[C:14]([O:21][CH3:22])[CH:13]=[CH:12][C:11]=3[CH2:10]2)=[O:8])=[CH:5][N:6]=1.CN(C)C=O.[CH3:28][N:29]1[CH2:34][CH2:33][NH:32][CH2:31][CH2:30]1.C(=O)([O-])[O-].[K+].[K+]. (2) Given the product [CH3:20][C:15]1[CH:16]=[N:17][CH:18]=[CH:19][C:14]=1[C:13]1[O:21][C:2]2[CH:7]=[CH:6][C:5]([C:8]([F:9])([F:10])[F:11])=[CH:4][C:3]=2[N:12]=1, predict the reactants needed to synthesize it. The reactants are: O[C:2]1[CH:7]=[CH:6][C:5]([C:8]([F:11])([F:10])[F:9])=[CH:4][C:3]=1[NH:12][C:13](=[O:21])[C:14]1[CH:19]=[CH:18][N:17]=[CH:16][C:15]=1[CH3:20].C1(P(C2C=CC=CC=2)C2C=CC=CC=2)C=CC=CC=1.N(C(OCC)=O)=NC(OCC)=O.[OH-].[Na+]. (3) Given the product [O:32]=[C:28]1[CH2:29][CH2:30][CH2:31][N:27]1[CH2:26][CH2:25][CH2:24][NH:23][C:2]1[N:7]=[C:6](/[C:8](=[C:11]2\[NH:12][C:13]3[CH:22]=[CH:21][CH:20]=[CH:19][C:14]=3[N:15]\2[CH2:16][CH2:17][CH3:18])/[C:9]#[N:10])[CH:5]=[CH:4][N:3]=1, predict the reactants needed to synthesize it. The reactants are: Cl[C:2]1[N:7]=[C:6]([CH:8]([CH:11]2[N:15]([CH2:16][CH2:17][CH3:18])[C:14]3[CH:19]=[CH:20][CH:21]=[CH:22][C:13]=3[NH:12]2)[C:9]#[N:10])[CH:5]=[CH:4][N:3]=1.[NH2:23][CH2:24][CH2:25][CH2:26][N:27]1[CH2:31][CH2:30][CH2:29][C:28]1=[O:32]. (4) Given the product [C:16]([C:6]1[CH:5]=[C:4]([CH:9]=[C:8]([F:10])[C:7]=1[NH:11][S:12]([CH3:15])(=[O:14])=[O:13])[CH2:3][NH:2][C:33](=[O:34])[CH:32]=[CH:31][C:30]1[C:25]([O:18][C:19]2[CH:24]=[CH:23][CH:22]=[CH:21][CH:20]=2)=[N:26][C:27]([C:36]([F:37])([F:38])[F:39])=[CH:28][CH:29]=1)#[CH:17], predict the reactants needed to synthesize it. The reactants are: Cl.[NH2:2][CH2:3][C:4]1[CH:9]=[C:8]([F:10])[C:7]([NH:11][S:12]([CH3:15])(=[O:14])=[O:13])=[C:6]([CH:16]=[CH2:17])[CH:5]=1.[O:18]([C:25]1[C:30]([CH:31]=[CH:32][C:33](O)=[O:34])=[CH:29][CH:28]=[C:27]([C:36]([F:39])([F:38])[F:37])[N:26]=1)[C:19]1[CH:24]=[CH:23][CH:22]=[CH:21][CH:20]=1. (5) Given the product [NH:10]1[C:9]([C:11]([O:13][CH2:21][CH3:22])=[O:12])=[CH:8][CH:7]=[C:6]1[C:4]([O:3][CH2:1][CH3:2])=[O:5], predict the reactants needed to synthesize it. The reactants are: [CH2:1]([O:3][C:4]([C:6]1[NH:10][C:9]([C:11]([OH:13])=[O:12])=[CH:8][CH:7]=1)=[O:5])[CH3:2].OS(O)(=O)=O.[OH-].[Na+].[C:21](OCC)(=O)[CH3:22]. (6) Given the product [Cl:21][C:19]1[CH:18]=[C:17]([S:22]([NH:25][C:26]2[C:27]3[C:32](=[C:31]([C:36]#[N:38])[CH:30]=[CH:29][CH:28]=3)[CH:33]=[CH:34][CH:35]=2)(=[O:24])=[O:23])[CH:16]=[C:15]([Cl:14])[CH:20]=1, predict the reactants needed to synthesize it. The reactants are: FC(F)(F)C(OC(=O)C(F)(F)F)=O.[Cl:14][C:15]1[CH:16]=[C:17]([S:22]([NH:25][C:26]2[CH:35]=[CH:34][CH:33]=[C:32]3[C:27]=2[CH:28]=[CH:29][CH:30]=[C:31]3[C:36]([NH2:38])=O)(=[O:24])=[O:23])[CH:18]=[C:19]([Cl:21])[CH:20]=1.C(N(CC)CC)C.